This data is from Full USPTO retrosynthesis dataset with 1.9M reactions from patents (1976-2016). The task is: Predict the reactants needed to synthesize the given product. (1) Given the product [Br:5][CH2:6][CH2:7][C:8]1[C:16]2[C:11](=[CH:12][C:13]([O:17][CH3:18])=[CH:14][CH:15]=2)[N:10]([CH3:3])[CH:9]=1, predict the reactants needed to synthesize it. The reactants are: [H-].[Na+].[CH3:3]I.[Br:5][CH2:6][CH2:7][C:8]1[C:16]2[C:11](=[CH:12][C:13]([O:17][CH3:18])=[CH:14][CH:15]=2)[NH:10][CH:9]=1. (2) Given the product [CH3:14][S:15]([O:1][CH:2]1[CH2:6][CH2:5][O:4][CH2:3]1)(=[O:17])=[O:16], predict the reactants needed to synthesize it. The reactants are: [OH:1][CH:2]1[CH2:6][CH2:5][O:4][CH2:3]1.C(N(CC)CC)C.[CH3:14][S:15](Cl)(=[O:17])=[O:16]. (3) Given the product [C:64]([O:63][C:61]([N:68]1[CH2:73][CH2:72][N:71]([C:2]2[CH:7]=[CH:6][CH:5]=[C:4]([CH3:8])[N:3]=2)[CH2:70][CH2:69]1)=[O:62])([CH3:67])([CH3:65])[CH3:66], predict the reactants needed to synthesize it. The reactants are: Br[C:2]1[CH:7]=[CH:6][CH:5]=[C:4]([CH3:8])[N:3]=1.C1C=CC(P(C2C(C3C(P(C4C=CC=CC=4)C4C=CC=CC=4)=CC=C4C=3C=CC=C4)=C3C(C=CC=C3)=CC=2)C2C=CC=CC=2)=CC=1.CC(C)([O-])C.[Na+].[C:61]([N:68]1[CH2:73][CH2:72][NH:71][CH2:70][CH2:69]1)([O:63][C:64]([CH3:67])([CH3:66])[CH3:65])=[O:62]. (4) Given the product [C:24]([O:27][CH2:28][C:29]1[C:30]([N:44]2[CH2:56][CH2:55][N:47]3[C:48]4[CH2:49][CH2:50][CH2:51][CH2:52][C:53]=4[CH:54]=[C:46]3[C:45]2=[O:57])=[N:31][CH:32]=[CH:33][C:34]=1[C:2]1[CH:3]=[C:4]([NH:10][C:11]2[CH:16]=[CH:15][C:14]([CH:17]3[CH2:22][CH2:21][N:20]([CH3:23])[CH2:19][CH2:18]3)=[CH:13][N:12]=2)[C:5](=[O:9])[N:6]([CH2:8][CH3:69])[CH:7]=1)(=[O:26])[CH3:25], predict the reactants needed to synthesize it. The reactants are: Br[C:2]1[CH:3]=[C:4]([NH:10][C:11]2[CH:16]=[CH:15][C:14]([CH:17]3[CH2:22][CH2:21][N:20]([CH3:23])[CH2:19][CH2:18]3)=[CH:13][N:12]=2)[C:5](=[O:9])[N:6]([CH3:8])[CH:7]=1.[C:24]([O:27][CH2:28][C:29]1[C:30]([N:44]2[CH2:56][CH2:55][N:47]3[C:48]4[CH2:49][CH2:50][CH2:51][CH2:52][C:53]=4[CH:54]=[C:46]3[C:45]2=[O:57])=[N:31][CH:32]=[CH:33][C:34]=1B1OC(C)(C)C(C)(C)O1)(=[O:26])[CH3:25].[O-]P([O-])([O-])=O.[K+].[K+].[K+].O.O.O.[C:69]([O-])(=O)C.[Na+]. (5) Given the product [CH3:1][O:2][C:3]1[CH:8]=[C:7]2[C:6](=[CH:5][C:4]=1[CH3:22])[NH:9][CH:10]=[C:11]([C:12]([O:14][CH2:15][CH3:16])=[O:13])[C:17]2=[O:19], predict the reactants needed to synthesize it. The reactants are: [CH3:1][O:2][C:3]1[CH:8]=[CH:7][C:6]([NH:9][CH:10]=[C:11]([C:17]([O:19]CC)=O)[C:12]([O:14][CH2:15][CH3:16])=[O:13])=[CH:5][C:4]=1[CH3:22].CCCCCC.